This data is from Forward reaction prediction with 1.9M reactions from USPTO patents (1976-2016). The task is: Predict the product of the given reaction. (1) Given the reactants [Cl:1][C:2]1[CH:26]=[C:25]([Cl:27])[CH:24]=[CH:23][C:3]=1[CH2:4][NH:5][C@H:6]1[CH2:10][CH2:9][N:8]([C:11]2[CH:16]=[CH:15][C:14]([C:17]#[C:18][Si](C)(C)C)=[CH:13][N:12]=2)[CH2:7]1.[F-].C([N+](CCCC)(CCCC)CCCC)CCC.O, predict the reaction product. The product is: [Cl:1][C:2]1[CH:26]=[C:25]([Cl:27])[CH:24]=[CH:23][C:3]=1[CH2:4][NH:5][C@H:6]1[CH2:10][CH2:9][N:8]([C:11]2[CH:16]=[CH:15][C:14]([C:17]#[CH:18])=[CH:13][N:12]=2)[CH2:7]1. (2) The product is: [CH3:46][C:44]1[CH:45]=[C:40]([NH:39][C:37](=[O:38])[C@H:36]([NH:35][C:6]([C:5]2[CH:4]=[C:3]([N+:14]([O-:16])=[O:15])[C:2]([Cl:1])=[C:10]([N+:11]([O-:13])=[O:12])[CH:9]=2)=[O:8])[CH3:48])[CH:41]=[C:42]([CH3:47])[CH:43]=1. Given the reactants [Cl:1][C:2]1[C:10]([N+:11]([O-:13])=[O:12])=[CH:9][C:5]([C:6]([OH:8])=O)=[CH:4][C:3]=1[N+:14]([O-:16])=[O:15].CCOC1N(C(OCC)=O)C2C(=CC=CC=2)C=C1.[NH2:35][C@H:36]([CH3:48])[C:37]([NH:39][C:40]1[CH:45]=[C:44]([CH3:46])[CH:43]=[C:42]([CH3:47])[CH:41]=1)=[O:38], predict the reaction product.